Dataset: Full USPTO retrosynthesis dataset with 1.9M reactions from patents (1976-2016). Task: Predict the reactants needed to synthesize the given product. (1) Given the product [Cl:13][C:14]1[CH:15]=[C:16]([NH:17][C:10]2[C:9]3[C:4](=[CH:5][CH:6]=[CH:7][CH:8]=3)[N:3]=[C:2]([N:23]3[C:22]([CH3:21])=[CH:26][C:25]([CH3:27])=[N:24]3)[N:11]=2)[CH:18]=[CH:19][CH:20]=1, predict the reactants needed to synthesize it. The reactants are: Cl[C:2]1[N:11]=[C:10](Cl)[C:9]2[C:4](=[CH:5][CH:6]=[CH:7][CH:8]=2)[N:3]=1.[Cl:13][C:14]1[CH:15]=[C:16]([CH:18]=[CH:19][CH:20]=1)[NH2:17].[CH3:21][C:22]1[CH:26]=[C:25]([CH3:27])[NH:24][N:23]=1. (2) Given the product [Br:14][C:15]1[C:16]([O:7][CH:4]2[CH2:5][CH2:6][O:1][CH2:2][CH2:3]2)=[N:17][CH:18]=[C:19]([CH:34]=1)[C:20]([NH:22][C:23]1[CH:24]=[CH:25][C:26]([O:29][C:30]([F:32])([F:31])[F:33])=[CH:27][CH:28]=1)=[O:21], predict the reactants needed to synthesize it. The reactants are: [O:1]1[CH2:6][CH2:5][CH:4]([OH:7])[CH2:3][CH2:2]1.C([O-])([O-])=O.[K+].[K+].[Br:14][C:15]1[C:16](Cl)=[N:17][CH:18]=[C:19]([CH:34]=1)[C:20]([NH:22][C:23]1[CH:28]=[CH:27][C:26]([O:29][C:30]([F:33])([F:32])[F:31])=[CH:25][CH:24]=1)=[O:21].